Dataset: Peptide-MHC class I binding affinity with 185,985 pairs from IEDB/IMGT. Task: Regression. Given a peptide amino acid sequence and an MHC pseudo amino acid sequence, predict their binding affinity value. This is MHC class I binding data. (1) The peptide sequence is RPSGDLRQRL. The MHC is HLA-B27:05 with pseudo-sequence HLA-B27:05. The binding affinity (normalized) is 0.0390. (2) The peptide sequence is RPPMVTSGL. The MHC is HLA-A69:01 with pseudo-sequence HLA-A69:01. The binding affinity (normalized) is 0.0847.